From a dataset of Reaction yield outcomes from USPTO patents with 853,638 reactions. Predict the reaction yield, written as a fraction of the theoretical maximum amount of product (1.0 means a 100% yield; for example, 0.34 means a 34% yield). The reactants are F[C:2]1[CH:7]=[C:6]([F:8])[N:5]=[CH:4][N:3]=1.C([O-])([O-])=O.[K+].[K+].[CH3:15][N:16]([CH3:20])[CH2:17][CH2:18][NH2:19]. The catalyst is O1CCOCC1. The product is [F:8][C:6]1[N:5]=[CH:4][N:3]=[C:2]([NH:19][CH2:18][CH2:17][N:16]([CH3:20])[CH3:15])[CH:7]=1. The yield is 0.600.